Dataset: Experimentally validated miRNA-target interactions with 360,000+ pairs, plus equal number of negative samples. Task: Binary Classification. Given a miRNA mature sequence and a target amino acid sequence, predict their likelihood of interaction. (1) The miRNA is hsa-miR-6798-5p with sequence CCAGGGGGAUGGGCGAGCUUGGG. The protein sequence of the target gene is MIPVAEFKQFTEQQPAFKVLKPWWDVLAEYLTVAMLMIGVFGCTLQVTQDKIICLPNHELQENLSEAPCQQLLPRGIPEQIGALQEVKGLKNNLDLQQYSFINQLCYETALHWYAKYFPYLVVIHTLIFMVCTSFWFKFPGTSSKIEHFISILGKCFDSPWTTRALSEVSGENQKGPAATERAAATIVAMAGTGPGKAGEGEKEKVLAEPEKVVTEPPVVTLLDKKEGEQAKALFEKVKKFRMHVEEGDILYTMYIRQTVLKVCKFLAILVYNLVYVEKISFLVACRVETSEVTGYASFC.... Result: 0 (no interaction). (2) The miRNA is hsa-miR-5089-3p with sequence AUGCUACUCGGAAAUCCCACUGA. The protein sequence of the target gene is MSESEEISEFGYIMELLAKGKVTIKNIEKELICPACKELFTHPLILPCQHSVCHKCVKELLLSLDDSFNDVASDSSNQSSPRLRLTSPSMDKIDKINRPGWKRNSLTPRPTTFPCPGCEHDVDLGERGVSGLFRNFTLETIVERYRQAARAATAIMCDLCKPPPQESTKSCMDCSASYCNECFKIYHPWGTVKAQHEYVGPTTNFRPKVLMCPEHETERINMYCELCRRPVCHLCKLGGNHSNHRVTTMSSAYKTLKEKLSKDIDFLIGKESQVKSQISELNLLMKETECNGERAKEEAL.... Result: 0 (no interaction). (3) The miRNA is rno-miR-320-3p with sequence AAAAGCUGGGUUGAGAGGGCGA. The protein sequence of the target gene is MFGNLFEEDYSSVSSSQYGRGKKLKTKGLEPPAPREFTNLSGIRNQGGTCYLSSLLQTLHFTPEFREALFSLGPEELGSLEDKDKPDAKVRIIPLQLQRLFAQLLLLDQEAASTIDLTDSFGWTNDEEMRQHDVQELNRILFSALETSLVGTSGHDLIHRLYHGTIVNQIVCKECKNISERQEDFLDLTVAVKNVSGLEDELCNMYVEEEIFDYDNLYHCGTCDRLVKAAKSAKLRKLPPFLTISLLRFNFDFVKCERYKDTSCYTFPLRINLKPFCEQSELDDMEYMYDLFSVIIHKGG.... Result: 0 (no interaction). (4) The miRNA is hsa-miR-4794 with sequence UCUGGCUAUCUCACGAGACUGU. The protein sequence of the target gene is MSTSFPELDLENFEYDDSAEACYLGDIVAFGTIFLSVFYALVFTFGLVGNLLVVLALTNSRKPKSITDIYLLNLALSDLLFVATLPFWTHYLISHEGLHNAMCKLTTAFFFIGFFGGIFFITVISIDRYLAIVLAANSMNNRTVQHGVTISLGVWAAAILVASPQFMFTKRKDNECLGDYPEVLQEMWPVLRNSEVNILGFALPLLIMSFCYFRIIQTLFSCKNRKKARAVRLILLVVFAFFLFWTPYNIMIFLETLKFYNFFPSCDMKRDLRLALSVTETVAFSHCCLNPFIYAFAGEK.... Result: 0 (no interaction). (5) The miRNA is hsa-miR-1290 with sequence UGGAUUUUUGGAUCAGGGA. The protein sequence of the target gene is MDEPPGKPLSCEEKEKLKEKLAFLKREYSKTLARLQRAQRAEKIKHSIKKTVEEQDCLSQQDLSPQLKHSEPKNKICVYDKLHIKTHLDEETGEKTSITLDVGPESFNPGDGPGGLPIQRTDDTQEHFPHRVSDPSGEQKQKLPSRRKKQQKRTFISQERDCVFGTDSLRLSGKRLKEQEEISSKNPARSPVTEIRTHLLSLKSELPDSPEPVTEINEDSVLIPPTAQPEKGVDTFLRRPNFTRATTVPLQTLSDSGSSQHLEHIPPKGSSELTTHDLKNIRFTSPVSLEAQGKKMTVST.... Result: 0 (no interaction). (6) The miRNA is hsa-miR-6779-5p with sequence CUGGGAGGGGCUGGGUUUGGC. The protein sequence of the target gene is MPILKQLVSSSVHSKRRSRADLTAEMISAPLGDFRHTMHVGRAGDAFGDTSFLNSKAGEPDGESLDEQPSSSSSKRSLLSRKFRGSKRSQSVTRGEREQRDMLGSLRDSALFVKNAMSLPQLNEKEAAEKGTSKLPKSLSSSPVKKANDGEGGDEEAGTEEAVPRRNGAAGPHSPDPLLDEQAFGDLTDLPVVPKATYGLKHAESIMSFHIDLGPSMLGDVLSIMDKEEWDPEEGEGGYHGDEGAAGTITQAPPYAVAAPPLARQEGKAGPDLPSLPSHALEDEGWAAAAPSPGSARSMG.... Result: 1 (interaction). (7) The miRNA is hsa-miR-617 with sequence AGACUUCCCAUUUGAAGGUGGC. The protein sequence of the target gene is MNIRGAPDLGQPSDDPSSGGERERIRQRMKMVIGQLEGILRELKEVAKELREVVSQIDKLTSDFDFELEPDDWTTATVSSTSSSDKAGMGGPFDLGHLDFMTADILSDSWEFCSFLDVSTPSDSVDGPESTRPGAGPDYRLMNGGTPIPNGPRVETPDSSSEEAFGAGPTVKSQLPQRTPGTRERVRFSDKVLYHALCCDDEEGDGEQEVEEEEVGLPPEPAHTEAHAGPHKPSPAPYKSRRSPLTSRHSGSTLAPEQTRRVTRNSSTQTVSDKSTQTVLPYTATRQKARGKN. Result: 1 (interaction). (8) The miRNA is mmu-miR-7578 with sequence CAUGGCUCUGUCUUCUGCCUCAGA. The protein sequence of the target gene is MATCLFLLGLFLLLPRPVPAPCYTATRSECKQKHKFVPGVWMAGEGMDVTTLRRSGSFPVNTQRFLRPDRTCTLCKNSLMRDATQRLPVAITHWRPHSSHCQRNVAAAKVHSTEGVAREAAANINNDWRVGLDVNPRPEANMRASVAGSHSKVANFAAEKTYQDQYNFNSDTVECRMYSFRLVQKPPLHLDFKKALRALPRNFNSSTEHAYHRLISSYGTHFITAVDLGGRISVLTALRTCQLTLNGLTADEVGDCLNVEAQVSIGAQASVSSEYKACEEKKKQHKMATSFHQTYRERHV.... Result: 0 (no interaction). (9) The miRNA is mmu-miR-544-5p with sequence UCUUGUUAAAAAGCAGAGUCU. The protein sequence of the target gene is MHFSTVTRDMEAFTASSLSSLGAAGGFPGAASPGADPYGPREPPPPPPRYDPCAAAAPGAPGPPPPPHAYPFAPAAGAATSAAAEPEGPGASCAAAAKAPVKKNAKVAGVSVQLEMKALWDEFNQLGTEMIVTKAGRRMFPTFQVKLFGMDPMADYMLLMDFVPVDDKRYRYAFHSSSWLVAGKADPATPGRVHYHPDSPAKGAQWMKQIVSFDKLKLTNNLLDDNGHIILNSMHRYQPRFHVVYVDPRKDSEKYAEENFKTFVFEETRFTAVTAYQNHRITQLKIASNPFAKGFRDCDP.... Result: 0 (no interaction).